Dataset: Forward reaction prediction with 1.9M reactions from USPTO patents (1976-2016). Task: Predict the product of the given reaction. (1) The product is: [Br:14][C:15]1[CH:16]=[C:5]([CH2:4][CH2:3][C:2](=[O:7])[CH3:1])[CH:20]=[CH:21][CH:22]=1. Given the reactants [CH3:1][C:2](=[O:7])[CH2:3][C:4](=O)[CH3:5].C(=O)([O-])[O-].[K+].[K+].[Br:14][C:15]1[CH:16]=C([CH:20]=[CH:21][CH:22]=1)CBr, predict the reaction product. (2) Given the reactants Cl.[OH:2][N:3]1[CH:7]=[CH:6][N:5]=[C:4]1[S:8][C:9]1[CH:14]=[CH:13][CH:12]=[CH:11][CH:10]=1.[CH3:15][N:16]([C:20]1[CH:25]=[CH:24][CH:23]=[CH:22][CH:21]=1)[C:17](Cl)=[O:18], predict the reaction product. The product is: [C:9]1([S:8][C:4]2[N:3]([O:2][C:17](=[O:18])[N:16]([CH3:15])[C:20]3[CH:25]=[CH:24][CH:23]=[CH:22][CH:21]=3)[CH:7]=[CH:6][N:5]=2)[CH:14]=[CH:13][CH:12]=[CH:11][CH:10]=1. (3) Given the reactants [Cl:1][C:2]1[C:7]([C:8]([N:10]([CH3:12])[CH3:11])=[O:9])=[C:6]([OH:13])[C:5]([N+:14]([O-])=O)=[CH:4][CH:3]=1.[H][H].[CH2:19]([O:21][C:22]1[C:23](=O)[C:24](=[O:29])[C:25]=1[O:26]CC)[CH3:20], predict the reaction product. The product is: [Cl:1][C:2]1[C:7]([C:8]([N:10]([CH3:12])[CH3:11])=[O:9])=[C:6]([OH:13])[C:5]([NH:14][C:23]2[C:24](=[O:29])[C:25](=[O:26])[C:22]=2[O:21][CH2:19][CH3:20])=[CH:4][CH:3]=1. (4) The product is: [Si:21]([O:7][CH2:6][C@H:5]1[O:8][C@@H:1]([N:9]2[CH:16]=[CH:15][C:13]([NH2:14])=[N:12][C:10]2=[O:11])[CH2:2][C@@H:3]1[OH:4])([C:18]([CH3:20])([CH3:19])[CH3:17])([CH3:23])[CH3:22]. Given the reactants [C@@H:1]1([N:9]2[CH:16]=[CH:15][C:13]([NH2:14])=[N:12][C:10]2=[O:11])[O:8][C@H:5]([CH2:6][OH:7])[C@@H:3]([OH:4])[CH2:2]1.[CH3:17][C:18]([Si:21](Cl)([CH3:23])[CH3:22])([CH3:20])[CH3:19], predict the reaction product. (5) Given the reactants [Cl:1][C:2]1[CH:7]=[CH:6][C:5]([C:8]2[O:12][N:11]=[C:10]([C:13]3[CH:14]=[C:15]([CH:20]=[CH:21][CH:22]=3)[C:16]([O:18]C)=[O:17])[CH:9]=2)=[CH:4][CH:3]=1.Cl, predict the reaction product. The product is: [Cl:1][C:2]1[CH:3]=[CH:4][C:5]([C:8]2[O:12][N:11]=[C:10]([C:13]3[CH:14]=[C:15]([CH:20]=[CH:21][CH:22]=3)[C:16]([OH:18])=[O:17])[CH:9]=2)=[CH:6][CH:7]=1.